Dataset: Reaction yield outcomes from USPTO patents with 853,638 reactions. Task: Predict the reaction yield, written as a fraction of the theoretical maximum amount of product (1.0 means a 100% yield; for example, 0.34 means a 34% yield). (1) The reactants are C(O[C:4](=O)[NH:5][CH:6]1[CH2:11][CH2:10][N:9]([CH2:12][C:13]([OH:16])([CH3:15])[CH3:14])[CH2:8][CH2:7]1)C.[H-].[Al+3].[Li+].[H-].[H-].[H-].O.[OH-].[Na+]. The catalyst is O1CCCC1. The product is [CH3:15][C:13]([OH:16])([CH3:14])[CH2:12][N:9]1[CH2:10][CH2:11][CH:6]([NH:5][CH3:4])[CH2:7][CH2:8]1. The yield is 1.00. (2) The reactants are [C:1]1([CH2:10][CH2:11][OH:12])[CH:6]=[CH:5][CH:4]=[C:3]([CH2:7][CH2:8][OH:9])[CH:2]=1.N1C=CN=C1.Cl[Si:19]([CH:26]([CH3:28])[CH3:27])([CH:23]([CH3:25])[CH3:24])[CH:20]([CH3:22])[CH3:21]. The catalyst is CN(C)C=O.O. The product is [CH:20]([Si:19]([CH:26]([CH3:28])[CH3:27])([CH:23]([CH3:25])[CH3:24])[O:12][CH2:11][CH2:10][C:1]1[CH:2]=[C:3]([CH2:7][CH2:8][OH:9])[CH:4]=[CH:5][CH:6]=1)([CH3:22])[CH3:21]. The yield is 0.350. (3) The reactants are [N:1]([CH2:4][CH:5]1[NH:10][C:9]2[C:11](Br)=[CH:12][C:13]([Cl:15])=[CH:14][C:8]=2[O:7][CH2:6]1)=[N+:2]=[N-:3].[CH3:17][C:18]1[CH:23]=[CH:22][CH:21]=[CH:20][C:19]=1B(O)O. No catalyst specified. The product is [N:1]([CH2:4][CH:5]1[NH:10][C:9]2[C:11]([C:19]3[CH:20]=[CH:21][CH:22]=[CH:23][C:18]=3[CH3:17])=[CH:12][C:13]([Cl:15])=[CH:14][C:8]=2[O:7][CH2:6]1)=[N+:2]=[N-:3]. The yield is 0.910. (4) The reactants are Cl[CH2:2][C:3]1([CH3:9])[CH2:7][O:6][C:5](=[O:8])[NH:4]1.C1COCC1.[CH3:15][NH:16][CH3:17]. No catalyst specified. The product is [CH3:15][N:16]([CH2:2][C:3]1([CH3:9])[CH2:7][O:6][C:5](=[O:8])[NH:4]1)[CH3:17]. The yield is 0.320. (5) The reactants are [C:1]([N:3]1[CH2:8][CH2:7][N:6]([C:9]([O:11][C:12]([CH3:15])([CH3:14])[CH3:13])=[O:10])[CH2:5][CH2:4]1)#[N:2].C(N(CC)CC)C.Cl.[OH:24][NH2:25]. The catalyst is C(O)C. The product is [OH:24]/[N:25]=[C:1](/[N:3]1[CH2:4][CH2:5][N:6]([C:9]([O:11][C:12]([CH3:15])([CH3:14])[CH3:13])=[O:10])[CH2:7][CH2:8]1)\[NH2:2]. The yield is 0.952. (6) The reactants are [CH2:1]1[C@@H:4]([C:5]([OH:7])=[O:6])[NH:3][CH2:2]1.C([O-])([O-])=O.[Na+].[Na+].[Cl:14][C:15]1[CH:16]=[C:17]([S:22](Cl)(=[O:24])=[O:23])[CH:18]=[C:19]([Cl:21])[CH:20]=1. The catalyst is O.CCOCC. The product is [Cl:21][C:19]1[CH:18]=[C:17]([S:22]([N:3]2[CH2:2][CH2:1][CH:4]2[C:5]([OH:7])=[O:6])(=[O:23])=[O:24])[CH:16]=[C:15]([Cl:14])[CH:20]=1. The yield is 1.00. (7) The reactants are [NH:1]1[CH:5]=[C:4]([C:6]2[CH:11]=[C:10]([C:12]3[N:13]=[N:14][N:15](CC4C=CC(OC)=CC=4)[C:16]=3[C:17]([F:20])([F:19])[F:18])[CH:9]=[CH:8][N:7]=2)[N:3]=[CH:2]1.Br[CH2:31][CH2:32][C:33]1[CH:38]=[CH:37][C:36]([CH3:39])=[CH:35][CH:34]=1.C([O-])([O-])=O.[Cs+].[Cs+]. The catalyst is CN(C=O)C.C(O)(C(F)(F)F)=O.C(Cl)Cl. The product is [CH3:39][C:36]1[CH:37]=[CH:38][C:33]([CH2:32][CH2:31][N:1]2[CH:5]=[C:4]([C:6]3[CH:11]=[C:10]([C:12]4[N:13]=[N:14][NH:15][C:16]=4[C:17]([F:20])([F:19])[F:18])[CH:9]=[CH:8][N:7]=3)[N:3]=[CH:2]2)=[CH:34][CH:35]=1. The yield is 0.330. (8) The reactants are [Br:1][C:2]1[CH:7]=[CH:6][C:5]([N+:8]([O-:10])=[O:9])=[C:4](F)[CH:3]=1.[NH2:12][CH:13]1[CH2:17][CH2:16][N:15]([C:18]([O:20][C:21]([CH3:24])([CH3:23])[CH3:22])=[O:19])[CH2:14]1.CCN(C(C)C)C(C)C. The catalyst is CS(C)=O.O.C(Cl)Cl. The product is [Br:1][C:2]1[CH:7]=[CH:6][C:5]([N+:8]([O-:10])=[O:9])=[C:4]([NH:12][CH:13]2[CH2:17][CH2:16][N:15]([C:18]([O:20][C:21]([CH3:24])([CH3:23])[CH3:22])=[O:19])[CH2:14]2)[CH:3]=1. The yield is 0.800. (9) The product is [NH2:1][C:4]1[C:12]2[C:7](=[CH:8][CH:9]=[C:10]([C:13]([O:36][CH:30]3[CH2:35][CH2:34][CH2:33][CH2:32][CH2:31]3)=[O:14])[CH:11]=2)[NH:6][C:5]=1[C:16]1[C:25](=[O:26])[NH:24][C:23]2[C:18](=[CH:19][CH:20]=[CH:21][CH:22]=2)[N:17]=1. The reactants are [N+:1]([C:4]1[C:12]2[C:7](=[CH:8][CH:9]=[C:10]([C:13](Cl)=[O:14])[CH:11]=2)[NH:6][C:5]=1[C:16]1[C:25](=[O:26])[NH:24][C:23]2[C:18](=[CH:19][CH:20]=[CH:21][CH:22]=2)[N:17]=1)([O-])=O.C(Cl)Cl.[CH:30]1([OH:36])[CH2:35][CH2:34][CH2:33][CH2:32][CH2:31]1.Cl[Sn]Cl. The catalyst is O.CN(C=O)C.CCN(CC)CC. The yield is 0.330. (10) The reactants are [CH3:1][N:2]1[CH:10]=[C:9]2[C:4]([CH:5]=[CH:6][C:7]3[CH2:13][CH2:12][C@@H:11]([CH2:14][CH2:15][NH:16][C:17](=[O:19])[CH3:18])[C:8]=32)=[N:3]1.[Xe](F)[F:21]. The catalyst is C(#N)C.C(OCC)(=O)C. The product is [F:21][C:10]1[N:2]([CH3:1])[N:3]=[C:4]2[C:9]=1[C:8]1[C@H:11]([CH2:14][CH2:15][NH:16][C:17](=[O:19])[CH3:18])[CH2:12][CH2:13][C:7]=1[CH:6]=[CH:5]2. The yield is 0.0800.